From a dataset of Blood-brain barrier permeability regression values from the B3DB database. Regression/Classification. Given a drug SMILES string, predict its absorption, distribution, metabolism, or excretion properties. Task type varies by dataset: regression for continuous measurements (e.g., permeability, clearance, half-life) or binary classification for categorical outcomes (e.g., BBB penetration, CYP inhibition). For this dataset (b3db_regression), we predict Y. (1) The compound is CN1CC[C@@]23CCCC[C@@H]2[C@@H]1CC4=C3C=C(C=C4)OC. The Y is 0.0200 log(BB ratio). (2) The molecule is B(C1=CC=C(C=C1)C[C@@H](C(=O)O)N)(O)O. The Y is 0.0500 log(BB ratio). (3) The compound is CCN(CC)CCNC(=O)C1=CC(=C(C=C1)N)Cl. The Y is 0.140 log(BB ratio). (4) The molecule is CCCCC1C(=O)N(N(C1=O)C2=CC=CC=C2)C3=CC=CC=C3. The Y is -0.500 log(BB ratio).